Dataset: Peptide-MHC class I binding affinity with 185,985 pairs from IEDB/IMGT. Task: Regression. Given a peptide amino acid sequence and an MHC pseudo amino acid sequence, predict their binding affinity value. This is MHC class I binding data. (1) The peptide sequence is ETIFTVLAL. The MHC is HLA-A01:01 with pseudo-sequence HLA-A01:01. The binding affinity (normalized) is 0.0847. (2) The peptide sequence is YLKKGRLSL. The MHC is HLA-B58:01 with pseudo-sequence HLA-B58:01. The binding affinity (normalized) is 0.0847. (3) The peptide sequence is GLESIEQNLT. The MHC is HLA-A02:01 with pseudo-sequence HLA-A02:01. The binding affinity (normalized) is 0.0345. (4) The peptide sequence is NASKFVYVSV. The MHC is HLA-A02:01 with pseudo-sequence HLA-A02:01. The binding affinity (normalized) is 0.361. (5) The peptide sequence is VLTGNLQTL. The MHC is HLA-B46:01 with pseudo-sequence HLA-B46:01. The binding affinity (normalized) is 0.0847. (6) The peptide sequence is GSSDFQVHFLK. The MHC is HLA-B51:01 with pseudo-sequence HLA-B51:01. The binding affinity (normalized) is 0.0847.